This data is from Catalyst prediction with 721,799 reactions and 888 catalyst types from USPTO. The task is: Predict which catalyst facilitates the given reaction. (1) Reactant: [C:1]([O:5][C:6]([NH:8][C@H:9]([C:16]([CH3:19])([CH3:18])[CH3:17])[CH2:10]OS(C)(=O)=O)=[O:7])([CH3:4])([CH3:3])[CH3:2].[C-:20]#[N:21].[Na+].O.C(OCC)(=O)C. Product: [C:1]([O:5][C:6](=[O:7])[NH:8][C@@H:9]([CH2:10][C:20]#[N:21])[C:16]([CH3:19])([CH3:18])[CH3:17])([CH3:4])([CH3:3])[CH3:2]. The catalyst class is: 9. (2) Reactant: [CH3:1][O:2][C:3]([C:5]1[S:9][C:8]2[CH:10]=[C:11]([C:14]#[C:15][Si](C)(C)C)[CH:12]=[CH:13][C:7]=2[CH:6]=1)=[O:4]. Product: [CH3:1][O:2][C:3]([C:5]1[S:9][C:8]2[CH:10]=[C:11]([C:14]#[CH:15])[CH:12]=[CH:13][C:7]=2[CH:6]=1)=[O:4]. The catalyst class is: 1. (3) Reactant: Br[C:2]1[CH:7]=[C:6]([CH3:8])[C:5]([CH2:9][C:10]([O:12][CH3:13])=[O:11])=[C:4]([CH2:14][CH3:15])[CH:3]=1.[Cu](C#N)[C:17]#[N:18]. Product: [C:17]([C:2]1[CH:7]=[C:6]([CH3:8])[C:5]([CH2:9][C:10]([O:12][CH3:13])=[O:11])=[C:4]([CH2:14][CH3:15])[CH:3]=1)#[N:18]. The catalyst class is: 35. (4) Reactant: [NH2:1][C:2]1[CH:10]=[CH:9][C:8]([CH2:11][CH2:12][N:13]2[CH2:17][CH2:16][CH2:15][CH2:14]2)=[CH:7][C:3]=1[C:4]([NH2:6])=[O:5].[CH3:18][C:19]1[CH:24]=[C:23]([CH:25]=O)[CH:22]=[C:21]([CH3:27])[N:20]=1.S([O-])(O)=O.[Na+].C1(C)C=CC(S(O)(=O)=O)=CC=1. Product: [CH3:18][C:19]1[CH:24]=[C:23]([C:25]2[NH:6][C:4](=[O:5])[C:3]3[C:2](=[CH:10][CH:9]=[C:8]([CH2:11][CH2:12][N:13]4[CH2:17][CH2:16][CH2:15][CH2:14]4)[CH:7]=3)[N:1]=2)[CH:22]=[C:21]([CH3:27])[N:20]=1. The catalyst class is: 80.